Dataset: Catalyst prediction with 721,799 reactions and 888 catalyst types from USPTO. Task: Predict which catalyst facilitates the given reaction. (1) Reactant: [CH:1]([O:4][C:5]1[N:10]=[C:9]([C:11]2[CH:12]=[C:13]3[C:17](=[CH:18][CH:19]=2)[NH:16][CH:15]=[CH:14]3)[CH:8]=[N:7][CH:6]=1)([CH3:3])[CH3:2].[OH-].[K+].[I:22]I. Product: [I:22][C:14]1[C:13]2[C:17](=[CH:18][CH:19]=[C:11]([C:9]3[CH:8]=[N:7][CH:6]=[C:5]([O:4][CH:1]([CH3:3])[CH3:2])[N:10]=3)[CH:12]=2)[NH:16][CH:15]=1. The catalyst class is: 3. (2) Reactant: [F:1][C:2]([F:48])([F:47])[C:3]1[CH:4]=[C:5]([C@H:13]2[O:17][C:16](=[O:18])[N:15]([CH2:19][C:20]3[CH:25]=[C:24]([O:26][C:27]([F:30])([F:29])[F:28])[CH:23]=[CH:22][C:21]=3[NH:31][C:32]([C@H:34]3[CH2:39][CH2:38][C@H:37]([CH2:40][C:41]([O:43][CH2:44][CH3:45])=[O:42])[CH2:36][CH2:35]3)=[O:33])[C@H:14]2[CH3:46])[CH:6]=[C:7]([C:9]([F:12])([F:11])[F:10])[CH:8]=1.[H-].[Na+].I[CH3:52]. Product: [F:12][C:9]([F:11])([F:10])[C:7]1[CH:6]=[C:5]([C@H:13]2[O:17][C:16](=[O:18])[N:15]([CH2:19][C:20]3[CH:25]=[C:24]([O:26][C:27]([F:30])([F:28])[F:29])[CH:23]=[CH:22][C:21]=3[N:31]([CH3:52])[C:32]([C@H:34]3[CH2:39][CH2:38][C@H:37]([CH2:40][C:41]([O:43][CH2:44][CH3:45])=[O:42])[CH2:36][CH2:35]3)=[O:33])[C@H:14]2[CH3:46])[CH:4]=[C:3]([C:2]([F:1])([F:47])[F:48])[CH:8]=1. The catalyst class is: 1. (3) Reactant: [Cl:1][C:2]1[CH:3]=[C:4]([O:10]C)[CH:5]=[C:6]([O:8]C)[CH:7]=1.B(Br)(Br)Br. Product: [Cl:1][C:2]1[CH:7]=[C:6]([OH:8])[CH:5]=[C:4]([OH:10])[CH:3]=1. The catalyst class is: 34. (4) Reactant: [H-].[Na+].[CH3:3][C:4]1[CH:9]=[C:8]([CH3:10])[CH:7]=[C:6]([CH3:11])[C:5]=1[OH:12].[Cl:13][C:14]1[N:15]=[C:16](Cl)[C:17]2[CH:22]=[CH:21][S:20][C:18]=2[N:19]=1. Product: [Cl:13][C:14]1[N:15]=[C:16]([O:12][C:5]2[C:6]([CH3:11])=[CH:7][C:8]([CH3:10])=[CH:9][C:4]=2[CH3:3])[C:17]2[CH:22]=[CH:21][S:20][C:18]=2[N:19]=1. The catalyst class is: 20. (5) Reactant: [Br:1][C:2]1[C:6]2[N:7](C)[C:8](C)(C)[NH:9][C:10](=[O:11])[C:5]=2[S:4][C:3]=1[C:15]1[CH:16]=[N:17][NH:18][CH:19]=1.[ClH:20]. The catalyst class is: 5. Product: [ClH:20].[ClH:20].[Br:1][C:2]1[C:6]([NH:7][CH3:8])=[C:5]([C:10]([NH2:9])=[O:11])[S:4][C:3]=1[C:15]1[CH:16]=[N:17][NH:18][CH:19]=1. (6) Reactant: [Br:1][CH2:2][C:3](Br)=[O:4].[NH:6]1[CH2:10][CH2:9][CH2:8][CH2:7]1. Product: [Br:1][CH2:2][C:3]([N:6]1[CH2:10][CH2:9][CH2:8][CH2:7]1)=[O:4]. The catalyst class is: 326.